From a dataset of Reaction yield outcomes from USPTO patents with 853,638 reactions. Predict the reaction yield, written as a fraction of the theoretical maximum amount of product (1.0 means a 100% yield; for example, 0.34 means a 34% yield). (1) The reactants are [F:1][C:2]([F:13])([F:12])[C:3]1[CH:11]=[CH:10][CH:9]=[CH:8][C:4]=1[C:5](Cl)=[O:6].[NH2:14][C:15]1[N:23]=[CH:22][CH:21]=[CH:20][C:16]=1[C:17](O)=[O:18].O. The catalyst is N1C=CC=CC=1. The product is [F:1][C:2]([F:13])([F:12])[C:3]1[CH:11]=[CH:10][CH:9]=[CH:8][C:4]=1[C:5]1[O:6][C:17](=[O:18])[C:16]2[CH:20]=[CH:21][CH:22]=[N:23][C:15]=2[N:14]=1. The yield is 0.600. (2) The reactants are [C:1]1([Mg]Cl)[CH:6]=[CH:5][CH:4]=[CH:3][CH:2]=1.[Cl-].C1([Zn+])C=CC=CC=1.[CH3:17][O:18][C:19]1[CH:26]=[CH:25][C:22](C#N)=[CH:21][CH:20]=1.CCCCCCCCCCCCC. The catalyst is C1COCC1.[Cl-].[Zn+2].[Cl-]. The product is [C:1]1([C:22]2[CH:25]=[CH:26][C:19]([O:18][CH3:17])=[CH:20][CH:21]=2)[CH:6]=[CH:5][CH:4]=[CH:3][CH:2]=1. The yield is 0.450. (3) The reactants are Cl[C:2]1[C:3]([C:21]2[C:29]3[C:24](=[CH:25][CH:26]=[CH:27][CH:28]=3)[N:23]([CH3:30])[CH:22]=2)=[N:4][C:5]([NH:8][C:9]2[CH:14]=[C:13]([N+:15]([O-:17])=[O:16])[C:12](F)=[CH:11][C:10]=2[O:19][CH3:20])=[N:6][CH:7]=1.F[C:32](F)(F)[CH2:33]O. No catalyst specified. The product is [CH3:3][N:4]([CH3:5])[C@@H:32]1[CH2:33][CH2:24][N:23]([C:12]2[C:13]([N+:15]([O-:17])=[O:16])=[CH:14][C:9]([NH:8][C:5]3[N:4]=[C:3]([C:21]4[C:29]5[C:24](=[CH:25][CH:26]=[CH:27][CH:28]=5)[N:23]([CH3:30])[CH:22]=4)[CH:2]=[CH:7][N:6]=3)=[C:10]([O:19][CH3:20])[CH:11]=2)[CH2:22]1. The yield is 0.870. (4) The reactants are Cl.Br[C:3]1[CH:8]=[CH:7][N:6]=[CH:5][CH:4]=1.[OH-].[Na+].[F:11][C:12]1[CH:17]=[CH:16][CH:15]=[C:14]([F:18])[C:13]=1B(O)O.[F-].[K+].C(P(C(C)(C)C)C(C)(C)C)(C)(C)C. The catalyst is O1CCCC1.O.O1CCOCC1.ClCCl.C1C=CC(/C=C/C(/C=C/C2C=CC=CC=2)=O)=CC=1.C1C=CC(/C=C/C(/C=C/C2C=CC=CC=2)=O)=CC=1.C1C=CC(/C=C/C(/C=C/C2C=CC=CC=2)=O)=CC=1.[Pd].[Pd]. The product is [F:11][C:12]1[CH:17]=[CH:16][CH:15]=[C:14]([F:18])[C:13]=1[C:3]1[CH:8]=[CH:7][N:6]=[CH:5][CH:4]=1. The yield is 0.480. (5) The reactants are [P:1]([O:9][C:10]1[CH:37]=[CH:36][C:13]2[C:14](=[O:35])/[C:15](=[CH:17]/[C:18]3[C:26]4[C:21](=[CH:22][CH:23]=[C:24]([O:27][CH3:28])[CH:25]=4)[NH:20][C:19]=3[C:29]3[CH:34]=[CH:33][CH:32]=[CH:31][CH:30]=3)/[O:16][C:12]=2[CH:11]=1)([O:6]CC)([O:3]CC)=[O:2].[Si](Br)(C)(C)C.C([O-])(O)=O.[Na+].CO. The catalyst is C(Cl)Cl. The product is [P:1]([OH:3])([OH:6])([O:9][C:10]1[CH:37]=[CH:36][C:13]2[C:14](=[O:35])/[C:15](=[CH:17]/[C:18]3[C:26]4[C:21](=[CH:22][CH:23]=[C:24]([O:27][CH3:28])[CH:25]=4)[NH:20][C:19]=3[C:29]3[CH:34]=[CH:33][CH:32]=[CH:31][CH:30]=3)/[O:16][C:12]=2[CH:11]=1)=[O:2]. The yield is 0.150. (6) The reactants are [C:1]([O:5][C:6]([N:8]1[CH2:11][CH:10]([N:12]([CH3:18])[C@@H:13]([CH3:17])[C:14](O)=[O:15])[CH2:9]1)=[O:7])([CH3:4])([CH3:3])[CH3:2].B.C1COCC1. The catalyst is C1COCC1. The product is [OH:15][CH2:14][C@@H:13]([N:12]([CH3:18])[CH:10]1[CH2:11][N:8]([C:6]([O:5][C:1]([CH3:4])([CH3:3])[CH3:2])=[O:7])[CH2:9]1)[CH3:17]. The yield is 0.320.